From a dataset of Forward reaction prediction with 1.9M reactions from USPTO patents (1976-2016). Predict the product of the given reaction. Given the reactants [CH3:1][CH:2]([CH3:31])[C:3]([NH:5][C:6]1[CH:11]=[CH:10][CH:9]=[C:8]([CH:12]2[CH2:17][CH2:16][N:15]([CH2:18][CH2:19][CH2:20][CH2:21][CH2:22][C:23](=O)[C:24]3[CH:29]=[CH:28][CH:27]=[CH:26][CH:25]=3)[CH2:14][CH2:13]2)[CH:7]=1)=[O:4].Cl.[F:33][C:34]([F:45])([F:44])[O:35][C:36]1[CH:41]=[CH:40][C:39]([NH:42]N)=[CH:38][CH:37]=1, predict the reaction product. The product is: [CH3:1][CH:2]([CH3:31])[C:3]([NH:5][C:6]1[CH:11]=[CH:10][CH:9]=[C:8]([CH:12]2[CH2:13][CH2:14][N:15]([CH2:18][CH2:19][CH2:20][CH2:21][C:22]3[C:40]4[C:39](=[CH:38][CH:37]=[C:36]([O:35][C:34]([F:45])([F:44])[F:33])[CH:41]=4)[NH:42][C:23]=3[C:24]3[CH:29]=[CH:28][CH:27]=[CH:26][CH:25]=3)[CH2:16][CH2:17]2)[CH:7]=1)=[O:4].